Dataset: Catalyst prediction with 721,799 reactions and 888 catalyst types from USPTO. Task: Predict which catalyst facilitates the given reaction. (1) The catalyst class is: 86. Reactant: [NH2:1][C:2]1[N:7]([C:8]2[CH:9]=[N:10][C:11]3[C:16]([CH:17]=2)=[CH:15][CH:14]=[CH:13][CH:12]=3)[C:6](=[S:18])[NH:5][C:4](=[O:19])[CH:3]=1.[N:20]([O-])=[O:21].[Na+]. Product: [NH2:1][C:2]1[N:7]([C:8]2[CH:9]=[N:10][C:11]3[C:16]([CH:17]=2)=[CH:15][CH:14]=[CH:13][CH:12]=3)[C:6](=[S:18])[NH:5][C:4](=[O:19])[C:3]=1[N:20]=[O:21]. (2) Reactant: [F:1][C:2]1[CH:7]=[C:6]([O:8][CH2:9][CH2:10][CH2:11][CH:12]2[CH2:17][CH2:16][N:15]([C:18]3[O:22][N:21]=[C:20]([CH:23]([CH3:25])[CH3:24])[N:19]=3)[CH2:14][CH2:13]2)[CH:5]=[CH:4][C:3]=1[CH:26]([NH:34]C1C=CC(OC)=CC=1)[C:27]([N:29]1[CH2:33][CH2:32][CH2:31][CH2:30]1)=[O:28].[O-]S([O-])(=S)=O.[Na+].[Na+]. Product: [NH2:34][C@@H:26]([C:3]1[CH:4]=[CH:5][C:6]([O:8][CH2:9][CH2:10][CH2:11][CH:12]2[CH2:17][CH2:16][N:15]([C:18]3[O:22][N:21]=[C:20]([CH:23]([CH3:24])[CH3:25])[N:19]=3)[CH2:14][CH2:13]2)=[CH:7][C:2]=1[F:1])[C:27]([N:29]1[CH2:30][CH2:31][CH2:32][CH2:33]1)=[O:28]. The catalyst class is: 23. (3) Reactant: [Cl:1][C:2]1[C:3]([N:8]2[CH2:13][CH2:12][C:11]([OH:17])([C:14]([OH:16])=O)[CH2:10][CH2:9]2)=[N:4][CH:5]=[CH:6][CH:7]=1.CCN=C=NCCCN(C)C.[F:29][C:30]([F:39])([F:38])[C:31]1[CH:37]=[CH:36][C:34]([NH2:35])=[CH:33][CH:32]=1. Product: [Cl:1][C:2]1[C:3]([N:8]2[CH2:9][CH2:10][C:11]([OH:17])([C:14]([NH:35][C:34]3[CH:36]=[CH:37][C:31]([C:30]([F:29])([F:38])[F:39])=[CH:32][CH:33]=3)=[O:16])[CH2:12][CH2:13]2)=[N:4][CH:5]=[CH:6][CH:7]=1. The catalyst class is: 4.